The task is: Predict the reactants needed to synthesize the given product.. This data is from Full USPTO retrosynthesis dataset with 1.9M reactions from patents (1976-2016). (1) The reactants are: [Cl:1][C:2]1[CH:7]=[CH:6][C:5]([C@:8]2([O:26][C@H:25]([CH2:27][O:28]C(=O)C)[C@@H:20]([O:21]C(=O)C)[C@H:15]([O:16]C(=O)C)[C@H:10]2[O:11]C(=O)C)[OH:9])=[CH:4][C:3]=1[CH2:32][C:33]1[CH:38]=[CH:37][C:36]([C:39]#[C:40][C:41]2[CH:45]=[CH:44][S:43][CH:42]=2)=[CH:35][CH:34]=1.[OH-].[K+].Cl. Given the product [Cl:1][C:2]1[CH:7]=[CH:6][C:5]([C@:8]2([O:26][C@H:25]([CH2:27][OH:28])[C@@H:20]([OH:21])[C@H:15]([OH:16])[C@H:10]2[OH:11])[OH:9])=[CH:4][C:3]=1[CH2:32][C:33]1[CH:38]=[CH:37][C:36]([C:39]#[C:40][C:41]2[CH:45]=[CH:44][S:43][CH:42]=2)=[CH:35][CH:34]=1, predict the reactants needed to synthesize it. (2) Given the product [C:29]([O:33][C:34]([N:36]1[CH2:41][CH2:40][CH:39]([N:10]2[CH:11]=[C:12]([NH:13][C:14]([C:16]3[CH:17]=[N:18][N:19]4[CH:24]=[CH:23][CH:22]=[N:21][C:20]=34)=[O:15])[C:8]([C:6]3[CH:7]=[C:2]([Cl:1])[CH:3]=[CH:4][C:5]=3[O:25][CH:26]([F:28])[F:27])=[N:9]2)[CH2:38][CH2:37]1)=[O:35])([CH3:32])([CH3:30])[CH3:31], predict the reactants needed to synthesize it. The reactants are: [Cl:1][C:2]1[CH:3]=[CH:4][C:5]([O:25][CH:26]([F:28])[F:27])=[C:6]([C:8]2[C:12]([NH:13][C:14]([C:16]3[CH:17]=[N:18][N:19]4[CH:24]=[CH:23][CH:22]=[N:21][C:20]=34)=[O:15])=[CH:11][NH:10][N:9]=2)[CH:7]=1.[C:29]([O:33][C:34]([N:36]1[CH2:41][CH2:40][CH:39](OS(C2C=CC(C)=CC=2)(=O)=O)[CH2:38][CH2:37]1)=[O:35])([CH3:32])([CH3:31])[CH3:30].C(=O)([O-])[O-].[Cs+].[Cs+]. (3) Given the product [C:17]([C:2]1[CH:3]=[C:4]([CH:9]=[CH:10][C:11]=1[O:12][CH:13]([CH3:15])[CH3:14])[C:5]([O:7][CH3:8])=[O:6])#[N:18], predict the reactants needed to synthesize it. The reactants are: Br[C:2]1[CH:3]=[C:4]([CH:9]=[CH:10][C:11]=1[O:12][CH:13]([CH3:15])[CH3:14])[C:5]([O:7][CH3:8])=[O:6].O.[CH3:17][N:18](C=O)C. (4) Given the product [C:24]([C:20]1([C:17]2[CH:18]=[CH:19][C:14]([N:6]3[CH2:7][CH2:8][C:9]([OH:11])=[C:3]([C:1]#[N:2])[C:4]3=[O:5])=[CH:15][CH:16]=2)[CH2:23][CH2:22][CH2:21]1)#[N:25], predict the reactants needed to synthesize it. The reactants are: [C:1]([CH2:3][C:4]([N:6]([C:14]1[CH:19]=[CH:18][C:17]([C:20]2([C:24]#[N:25])[CH2:23][CH2:22][CH2:21]2)=[CH:16][CH:15]=1)[CH2:7][CH2:8][C:9]([O:11]CC)=O)=[O:5])#[N:2].N12CCCN=C1CCCCC2. (5) Given the product [C:13]([O:17][C:18]([NH:20][CH2:21][C:22](=[O:24])[CH2:32][C:31]([O:30][CH2:28][CH3:29])=[O:36])=[O:19])([CH3:14])([CH3:15])[CH3:16], predict the reactants needed to synthesize it. The reactants are: C(N1C=CN=C1)(N1C=CN=C1)=O.[C:13]([O:17][C:18]([NH:20][CH2:21][C:22]([OH:24])=O)=[O:19])([CH3:16])([CH3:15])[CH3:14].[Cl-].[Mg+2].[Cl-].[CH2:28]([O:30][C:31](=[O:36])[CH2:32]C([O-])=O)[CH3:29].[K+].